This data is from Reaction yield outcomes from USPTO patents with 853,638 reactions. The task is: Predict the reaction yield, written as a fraction of the theoretical maximum amount of product (1.0 means a 100% yield; for example, 0.34 means a 34% yield). (1) The reactants are [C:1]1([CH3:19])[CH:6]=[CH:5][C:4]([C:7]2[O:8][C:9]3[CH:15]=[CH:14][C:13]([C:16]([OH:18])=O)=[CH:12][C:10]=3[N:11]=2)=[CH:3][CH:2]=1.CN(C(O[N:28]1N=N[C:30]2[CH:31]=[CH:32]C=N[C:29]1=2)=[N+](C)C)C.F[P-](F)(F)(F)(F)F.C(N(C(C)C)CC)(C)C.C(N)CCC. The catalyst is CN(C)C=O.C(OCC)(=O)C. The product is [CH2:29]([NH:28][C:16]([C:13]1[CH:14]=[CH:15][C:9]2[O:8][C:7]([C:4]3[CH:3]=[CH:2][C:1]([CH3:19])=[CH:6][CH:5]=3)=[N:11][C:10]=2[CH:12]=1)=[O:18])[CH2:30][CH2:31][CH3:32]. The yield is 0.110. (2) The reactants are Br[C:2]1[CH:11]=[CH:10][CH:9]=[C:8]2[C:3]=1[CH:4]=[C:5]([Cl:12])[N:6]=[CH:7]2.CC([O-])=O.[K+].C(Cl)Cl.[B:21]1([B:21]2[O:25][C:24]([CH3:27])([CH3:26])[C:23]([CH3:29])([CH3:28])[O:22]2)[O:25][C:24]([CH3:27])([CH3:26])[C:23]([CH3:29])([CH3:28])[O:22]1. The catalyst is CN(C=O)C.C1C=CC(P(C2C=CC=CC=2)[C-]2C=CC=C2)=CC=1.C1C=CC(P(C2C=CC=CC=2)[C-]2C=CC=C2)=CC=1.Cl[Pd]Cl.[Fe+2]. The product is [Cl:12][C:5]1[N:6]=[CH:7][C:8]2[C:3]([CH:4]=1)=[C:2]([B:21]1[O:25][C:24]([CH3:27])([CH3:26])[C:23]([CH3:29])([CH3:28])[O:22]1)[CH:11]=[CH:10][CH:9]=2. The yield is 0.410. (3) The reactants are [C:1]([O:5][C:6](=[O:13])[CH2:7]/[N:8]=[CH:9]/[CH:10]([CH3:12])[CH3:11])([CH3:4])([CH3:3])[CH3:2].[Cl:14][C:15]1[CH:16]=[C:17](/[CH:21]=[C:22](/[C:25]2[CH:30]=[CH:29]C(Cl)=[CH:27][CH:26]=2)\[C:23]#[N:24])[CH:18]=[CH:19][CH:20]=1.C(N(CC)CC)C.Cl[CH2:40][Cl:41]. No catalyst specified. The product is [C:1]([O:5][C:6]([CH:7]1[CH:21]([C:17]2[CH:18]=[CH:19][CH:20]=[C:15]([Cl:14])[CH:16]=2)[C:22]([C:25]2[CH:26]=[CH:27][C:40]([Cl:41])=[CH:29][CH:30]=2)([C:23]#[N:24])[CH:9]([CH:10]([CH3:12])[CH3:11])[NH:8]1)=[O:13])([CH3:4])([CH3:3])[CH3:2]. The yield is 0.450. (4) The reactants are [OH:1][C:2]1[CH:9]=[CH:8][C:7]([N+:10]([O-:12])=[O:11])=[CH:6][C:3]=1[CH:4]=[O:5].I[CH2:14][CH2:15][CH3:16].COC(O)C1C=C([N+]([O-])=O)C=CC=1OC. No catalyst specified. The product is [N+:10]([C:7]1[CH:8]=[CH:9][C:2]([O:1][CH2:14][CH2:15][CH3:16])=[C:3]([CH:6]=1)[CH:4]=[O:5])([O-:12])=[O:11]. The yield is 0.720. (5) The reactants are C1(C)C=CC=CC=1.Cl.[NH2:9][CH2:10][CH2:11][SH:12].C(N(CC)CC)C.[CH3:20][C:21](=[N:32][O:33][C:34]1[CH:39]=[CH:38][CH:37]=[CH:36][C:35]=1[C:40](=[N:43][O:44][CH3:45])[CH:41]=O)[C:22]1[CH:27]=[CH:26][CH:25]=[C:24]([C:28]([F:31])([F:30])[F:29])[CH:23]=1. The catalyst is [Cl-].[Na+].O.C(O)CCC. The product is [CH3:45][O:44][N:43]=[C:40]([CH:41]1[NH:9][CH2:10][CH2:11][S:12]1)[C:35]1[CH:36]=[CH:37][CH:38]=[CH:39][C:34]=1[O:33][N:32]=[C:21]([CH3:20])[C:22]1[CH:27]=[CH:26][CH:25]=[C:24]([C:28]([F:31])([F:30])[F:29])[CH:23]=1. The yield is 0.936. (6) The reactants are O=[C:2]1[NH:10][C:9]2[C:4](=[N:5][C:6]([C:11]3[CH:12]=[N:13][N:14]4[CH:19]=[CH:18][C:17]([C:20]#[N:21])=[CH:16][C:15]=34)=[N:7][CH:8]=2)[N:3]1[CH:22]1[CH2:27][CH2:26][O:25][CH2:24][CH2:23]1.[CH3:28][N:29]1[CH:33]=[CH:32][N:31]=[C:30]1C=O. The catalyst is CC(O)=O.CC(N(C)C)=O. The product is [CH3:28][N:29]1[CH:33]=[CH:32][N:31]=[C:30]1[C:2]1[N:3]([CH:22]2[CH2:23][CH2:24][O:25][CH2:26][CH2:27]2)[C:4]2[C:9]([N:10]=1)=[CH:8][N:7]=[C:6]([C:11]1[CH:12]=[N:13][N:14]3[CH:19]=[CH:18][C:17]([C:20]#[N:21])=[CH:16][C:15]=13)[N:5]=2. The yield is 0.310. (7) The reactants are Cl.[Cl:2][C:3]1[C:4]([F:29])=[C:5]([CH:26]=[CH:27][CH:28]=1)[NH:6][C:7]1[C:16]2[C:11](=[CH:12][C:13]([O:24][CH3:25])=[C:14]([O:17][CH2:18][C@H:19]3[CH2:23][CH2:22][CH2:21][NH:20]3)[CH:15]=2)[N:10]=[CH:9][N:8]=1.[C:30](OC(=O)C)(=[O:32])[CH3:31]. No catalyst specified. The product is [C:30]([N:20]1[CH2:21][CH2:22][CH2:23][C@@H:19]1[CH2:18][O:17][C:14]1[CH:15]=[C:16]2[C:11](=[CH:12][C:13]=1[O:24][CH3:25])[N:10]=[CH:9][N:8]=[C:7]2[NH:6][C:5]1[CH:26]=[CH:27][CH:28]=[C:3]([Cl:2])[C:4]=1[F:29])(=[O:32])[CH3:31]. The yield is 0.660. (8) The reactants are [N:1]12[CH2:8][CH2:7][C:4]([C:9]([C:17]3[CH:22]=[CH:21][CH:20]=[CH:19][CH:18]=3)([C:11]3[CH:16]=[CH:15][CH:14]=[CH:13][CH:12]=3)[OH:10])([CH2:5][CH2:6]1)[CH2:3][CH2:2]2.[Br:23][CH2:24][CH2:25][CH2:26][O:27][C:28]1[CH:33]=[CH:32][CH:31]=[CH:30][C:29]=1[OH:34]. The catalyst is CC#N. The product is [Br-:23].[OH:10][C:9]([C:17]1[CH:22]=[CH:21][CH:20]=[CH:19][CH:18]=1)([C:11]1[CH:12]=[CH:13][CH:14]=[CH:15][CH:16]=1)[C:4]12[CH2:5][CH2:6][N+:1]([CH2:24][CH2:25][CH2:26][O:27][C:28]3[CH:33]=[CH:32][CH:31]=[CH:30][C:29]=3[OH:34])([CH2:2][CH2:3]1)[CH2:8][CH2:7]2. The yield is 0.750. (9) The reactants are [OH:1][CH2:2][C:3]([CH3:9])([CH3:8])[C:4](OC)=[O:5].[CH2:10]([NH2:14])[CH2:11][CH2:12][CH3:13]. No catalyst specified. The yield is 1.00. The product is [CH2:10]([NH:14][C:4](=[O:5])[C:3]([CH3:9])([CH3:8])[CH2:2][OH:1])[CH2:11][CH2:12][CH3:13].